Predict the reactants needed to synthesize the given product. From a dataset of Full USPTO retrosynthesis dataset with 1.9M reactions from patents (1976-2016). (1) Given the product [N+:12]1([O-:9])[C:21]2[C:16](=[CH:17][CH:18]=[CH:19][CH:20]=2)[CH:15]=[CH:14][CH:13]=1, predict the reactants needed to synthesize it. The reactants are: C1C=C(Cl)C=C(C(OO)=[O:9])C=1.[N:12]1[C:21]2[C:16](=[CH:17][CH:18]=[CH:19][CH:20]=2)[CH:15]=[CH:14][CH:13]=1. (2) Given the product [CH:1]([N:4]1[CH2:9][CH2:8][N:7]([C:10]([C:12]2[CH:19]=[CH:18][C:15]([CH2:16][NH:24][CH2:23][CH2:22][O:21][CH3:20])=[CH:14][CH:13]=2)=[O:11])[CH2:6][CH2:5]1)([CH3:3])[CH3:2], predict the reactants needed to synthesize it. The reactants are: [CH:1]([N:4]1[CH2:9][CH2:8][N:7]([C:10]([C:12]2[CH:19]=[CH:18][C:15]([CH:16]=O)=[CH:14][CH:13]=2)=[O:11])[CH2:6][CH2:5]1)([CH3:3])[CH3:2].[CH3:20][O:21][CH2:22][CH2:23][NH2:24].